Dataset: Reaction yield outcomes from USPTO patents with 853,638 reactions. Task: Predict the reaction yield, written as a fraction of the theoretical maximum amount of product (1.0 means a 100% yield; for example, 0.34 means a 34% yield). (1) The reactants are [Cl:1][C:2]1[S:6][C:5]([C:7](=[O:17])[CH2:8][C:9]2[CH:14]=[CH:13][N:12]=[C:11]([S:15][CH3:16])[N:10]=2)=[CH:4][CH:3]=1.CO[CH:20](OC)[N:21]([CH3:23])[CH3:22]. No catalyst specified. The product is [CH3:20][N:21]([CH3:23])[CH:22]=[C:8]([C:9]1[CH:14]=[CH:13][N:12]=[C:11]([S:15][CH3:16])[N:10]=1)[C:7]([C:5]1[S:6][C:2]([Cl:1])=[CH:3][CH:4]=1)=[O:17]. The yield is 0.860. (2) The catalyst is C1COCC1. The product is [Cl:1][C:2]1[CH:3]=[C:4]([CH:5]=[CH:29][C:30]([O:32][CH2:33][CH3:34])=[O:31])[CH:7]=[CH:8][CH:9]=1. The yield is 0.920. The reactants are [Cl:1][C:2]1[CH:3]=[C:4]([CH:7]=[CH:8][CH:9]=1)[CH:5]=O.C1(P(=[CH:29][C:30]([O:32][CH2:33][CH3:34])=[O:31])(C2C=CC=CC=2)C2C=CC=CC=2)C=CC=CC=1. (3) The reactants are C(N(CC)CC)C.[Cl:8][CH2:9][CH2:10][N:11]=[C:12]=[O:13].[Cl:14][C:15]1[C:16]([O:21][C:22]2[C:27]([Cl:28])=[CH:26][C:25]([C:29]([F:32])([F:31])[F:30])=[CH:24][C:23]=2[Cl:33])=[N:17][NH:18][C:19]=1[CH3:20].Cl. The catalyst is C(OCC)(=O)C. The product is [Cl:8][CH2:9][CH2:10][NH:11][C:12]([N:18]1[C:19]([CH3:20])=[C:15]([Cl:14])[C:16]([O:21][C:22]2[C:27]([Cl:28])=[CH:26][C:25]([C:29]([F:32])([F:31])[F:30])=[CH:24][C:23]=2[Cl:33])=[N:17]1)=[O:13]. The yield is 0.976. (4) The reactants are [CH3:1][O:2][C:3]1[CH:4]=[CH:5][C:6]([CH2:9][OH:10])=[CH:7][CH:8]=1.[H-].[Na+].[Br:13][C:14]1[CH:15]=[C:16]([CH:19]=[C:20](Br)[CH:21]=1)[C:17]#[N:18]. The catalyst is CN(C=O)C.C(OCC)(=O)C. The product is [Br:13][C:14]1[CH:15]=[C:16]([CH:19]=[C:20]([O:10][CH2:9][C:6]2[CH:7]=[CH:8][C:3]([O:2][CH3:1])=[CH:4][CH:5]=2)[CH:21]=1)[C:17]#[N:18]. The yield is 0.510. (5) The reactants are [H-].[Na+].[N+:3]([C:6]1[CH:7]=[C:8]2[C:12](=[CH:13][CH:14]=1)[NH:11][CH:10]=[CH:9]2)([O-:5])=[O:4].[C:15]1([N:21]=[C:22]=[O:23])[CH:20]=[CH:19][CH:18]=[CH:17][CH:16]=1.O. The catalyst is CN(C)C=O. The product is [C:15]1([NH:21][C:22]([N:11]2[C:12]3[C:8](=[CH:7][C:6]([N+:3]([O-:5])=[O:4])=[CH:14][CH:13]=3)[CH:9]=[CH:10]2)=[O:23])[CH:20]=[CH:19][CH:18]=[CH:17][CH:16]=1. The yield is 0.798. (6) The reactants are [N+:1]([C:4]1[CH:8]=[CH:7][NH:6][N:5]=1)([O-:3])=[O:2].[H-].[Na+].[CH3:11][C:12]1[CH:19]=[CH:18][C:15]([CH2:16]Br)=[CH:14][CH:13]=1. The catalyst is CN(C)C=O. The product is [CH3:11][C:12]1[CH:19]=[CH:18][C:15]([CH2:16][N:6]2[CH:7]=[CH:8][C:4]([N+:1]([O-:3])=[O:2])=[N:5]2)=[CH:14][CH:13]=1. The yield is 0.820. (7) The reactants are [Br:1][C:2]1[CH:12]=[CH:11][C:5]([O:6][CH2:7][C:8]([NH2:10])=[O:9])=[C:4]([C:13]#[N:14])[CH:3]=1.N1CCC[CH2:17][CH2:16]1.[F:21][C:22]1[CH:28]=[CH:27][CH:26]=[CH:25][C:23]=1[NH2:24]. No catalyst specified. The product is [Br:1][C:2]1[CH:12]=[CH:11][C:5]2[O:6][C:7]3[C:8](=[O:9])[NH:10][C:16]([CH2:17][NH:24][C:23]4[CH:25]=[CH:26][CH:27]=[CH:28][C:22]=4[F:21])=[N:14][C:13]=3[C:4]=2[CH:3]=1. The yield is 0.410.